The task is: Predict the product of the given reaction.. This data is from Forward reaction prediction with 1.9M reactions from USPTO patents (1976-2016). (1) Given the reactants C([O:3][C:4](=[O:20])[C@@H:5]([O:18][CH3:19])[CH2:6][C:7]1[CH:12]=[CH:11][C:10]([O:13][CH2:14][CH2:15][CH2:16]Br)=[CH:9][CH:8]=1)C.C[O:22][C:23](=[O:31])[C:24]1[CH:29]=[CH:28][CH:27]=[CH:26][C:25]=1[OH:30].CO[C@@H](CC1C=CC(OCCCOC2C=CC=CC=2)=CC=1)C(O)=O, predict the reaction product. The product is: [C:4]([C@@H:5]([O:18][CH3:19])[CH2:6][C:7]1[CH:8]=[CH:9][C:10]([O:13][CH2:14][CH2:15][CH2:16][O:30][C:25]2[CH:26]=[CH:27][CH:28]=[CH:29][C:24]=2[C:23]([OH:31])=[O:22])=[CH:11][CH:12]=1)([OH:3])=[O:20]. (2) Given the reactants [Br:1][C:2]1[CH:3]=[C:4]([CH:8]=[CH:9][C:10]=1[O:11][CH2:12][CH:13]([CH3:15])[CH3:14])[C:5]([NH2:7])=[S:6].C(N)(=S)C.C(C1C=C(C=CC=1OCC(C)C)C(N)=S)#N.[CH2:36]([O:38][C:39](=[O:45])[CH:40](Cl)[C:41]([CH3:43])=O)[CH3:37], predict the reaction product. The product is: [CH2:36]([O:38][C:39]([C:40]1[S:6][C:5]([C:4]2[CH:8]=[CH:9][C:10]([O:11][CH2:12][CH:13]([CH3:15])[CH3:14])=[C:2]([Br:1])[CH:3]=2)=[N:7][C:41]=1[CH3:43])=[O:45])[CH3:37]. (3) Given the reactants [Cl:1][C:2]1[C:3](F)=[N:4][C:5]([F:21])=[C:6]([Cl:20])[C:7]=1[O:8][C:9]1[CH:14]=[CH:13][C:12]([O:15][CH3:16])=[C:11]([CH:17]([CH3:19])[CH3:18])[CH:10]=1.[C:23]([O:27][CH3:28])(=[O:26])[CH2:24][OH:25].[H-].[Na+].Cl, predict the reaction product. The product is: [Cl:20][C:6]1[C:5]([F:21])=[N:4][C:3]([O:25][CH2:24][C:23]([O:27][CH3:28])=[O:26])=[C:2]([Cl:1])[C:7]=1[O:8][C:9]1[CH:14]=[CH:13][C:12]([O:15][CH3:16])=[C:11]([CH:17]([CH3:19])[CH3:18])[CH:10]=1.